From a dataset of Full USPTO retrosynthesis dataset with 1.9M reactions from patents (1976-2016). Predict the reactants needed to synthesize the given product. (1) Given the product [CH3:30][O:29][C:27]([C:11]1[CH:12]=[C:13]2[C:8](=[CH:9][CH:10]=1)[N:7]=[CH:6][C:5]([O:4][C:3]1[C:2]([Cl:1])=[CH:21][C:20]([N+:22]([O-:24])=[O:23])=[CH:19][C:18]=1[Cl:25])=[CH:14]2)=[O:28], predict the reactants needed to synthesize it. The reactants are: [Cl:1][C:2]1[CH:21]=[C:20]([N+:22]([O-:24])=[O:23])[CH:19]=[C:18]([Cl:25])[C:3]=1[O:4][C:5]1[C:6](C(O)=O)=[N:7][C:8]2[C:13]([CH:14]=1)=[CH:12][CH:11]=[CH:10][CH:9]=2.C[C:27]([OH:29])=[O:28].[CH2:30]1COCC1. (2) Given the product [ClH:22].[Cl:22][C:19]1[CH:20]=[CH:21][C:16]([C:8]2[C:9]([F:15])=[CH:10][CH:11]=[C:12]3[C:7]=2[O:6][C@@H:5]([CH2:4][NH2:1])[CH2:14][CH2:13]3)=[C:17]([CH3:23])[CH:18]=1, predict the reactants needed to synthesize it. The reactants are: [N:1]([CH2:4][C@H:5]1[CH2:14][CH2:13][C:12]2[C:7](=[C:8]([C:16]3[CH:21]=[CH:20][C:19]([Cl:22])=[CH:18][C:17]=3[CH3:23])[C:9]([F:15])=[CH:10][CH:11]=2)[O:6]1)=[N+]=[N-].C1(P(C2C=CC=CC=2)C2C=CC=CC=2)C=CC=CC=1. (3) Given the product [Br:1][C:2]1[CH:7]=[CH:6][C:5]([C:8]2[C:10]([C:12]3[CH:17]=[CH:16][C:15]([Br:18])=[CH:14][CH:13]=3)=[N:26][C:19]3[C:20](=[CH:21][CH:22]=[CH:23][CH:24]=3)[N:25]=2)=[CH:4][CH:3]=1, predict the reactants needed to synthesize it. The reactants are: [Br:1][C:2]1[CH:7]=[CH:6][C:5]([C:8]([C:10]([C:12]2[CH:17]=[CH:16][C:15]([Br:18])=[CH:14][CH:13]=2)=O)=O)=[CH:4][CH:3]=1.[C:19]1([NH2:26])[CH:24]=[CH:23][CH:22]=[CH:21][C:20]=1[NH2:25]. (4) Given the product [CH3:13][O:10][C:9](=[O:11])[CH2:8][C:7]1[C:2](=[O:1])[NH:3][NH:4][C:5](=[O:12])[CH:6]=1, predict the reactants needed to synthesize it. The reactants are: [O:1]=[C:2]1[C:7]([CH2:8][C:9]([OH:11])=[O:10])=[CH:6][C:5](=[O:12])[NH:4][NH:3]1.[CH3:13]O.Cl. (5) Given the product [CH3:7][C:4]1[N:3]([C@H:8]2[CH2:12][C@@:11]([C:31]3([OH:35])[CH2:34][CH2:33][CH2:32]3)([C:13]([O:15][CH2:16][C:17]3[CH:22]=[CH:21][CH:20]=[CH:19][CH:18]=3)=[O:14])[CH:10]=[CH:9]2)[C:2]([CH3:1])=[CH:6][CH:5]=1, predict the reactants needed to synthesize it. The reactants are: [CH3:1][C:2]1[N:3]([C@H:8]2[CH2:12][CH:11]([C:13]([O:15][CH2:16][C:17]3[CH:22]=[CH:21][CH:20]=[CH:19][CH:18]=3)=[O:14])[CH:10]=[CH:9]2)[C:4]([CH3:7])=[CH:5][CH:6]=1.[Li+].CC([N-]C(C)C)C.[C:31]1(=[O:35])[CH2:34][CH2:33][CH2:32]1. (6) Given the product [CH3:23][C:24]1[CH:25]=[C:26]([NH:27][C:10]([C@@H:9]2[CH2:13][CH2:14][CH2:15][N:8]2[C:1]([O:3][C:4]([CH3:5])([CH3:6])[CH3:7])=[O:2])=[O:12])[CH:28]=[C:29]([CH3:31])[CH:30]=1, predict the reactants needed to synthesize it. The reactants are: [C:1]([N:8]1[CH2:15][CH2:14][CH2:13][C@H:9]1[C:10]([OH:12])=O)([O:3][C:4]([CH3:7])([CH3:6])[CH3:5])=[O:2].CCN(CC)CC.[CH3:23][C:24]1[CH:25]=[C:26]([CH:28]=[C:29]([CH3:31])[CH:30]=1)[NH2:27]. (7) The reactants are: [N:1]1[C:10]2[C:5](=[CH:6][CH:7]=[CH:8][CH:9]=2)[CH:4]=[C:3]([NH:11][S:12]([C:15]2[C:16]([O:22][CH3:23])=[N:17][CH:18]=[C:19](Br)[CH:20]=2)(=[O:14])=[O:13])[CH:2]=1.C([O-])([O-])=O.[K+].[K+].[B:30]1([B:30]2[O:34][C:33]([CH3:36])([CH3:35])[C:32]([CH3:38])([CH3:37])[O:31]2)[O:34][C:33]([CH3:36])([CH3:35])[C:32]([CH3:38])([CH3:37])[O:31]1.O. Given the product [N:1]1[C:10]2[C:5](=[CH:6][CH:7]=[CH:8][CH:9]=2)[CH:4]=[C:3]([NH:11][S:12]([C:15]2[C:16]([O:22][CH3:23])=[N:17][CH:18]=[C:19]([B:30]3[O:34][C:33]([CH3:36])([CH3:35])[C:32]([CH3:38])([CH3:37])[O:31]3)[CH:20]=2)(=[O:14])=[O:13])[CH:2]=1, predict the reactants needed to synthesize it. (8) Given the product [O:1]1[C:10]2[CH:9]=[C:8]([CH2:11][N:12]([CH2:13][CH:14]3[O:19][CH2:18][CH2:17][N:16]([CH2:20][C:21]4[CH:26]=[CH:25][CH:24]=[CH:23][CH:22]=4)[CH2:15]3)[C:27](=[O:28])[O:29][C:30]([CH3:33])([CH3:32])[CH3:31])[N:7]=[CH:6][C:5]=2[O:4][CH2:3][CH2:2]1, predict the reactants needed to synthesize it. The reactants are: [O:1]1[C:10]2[CH:9]=[C:8]([CH2:11][NH:12][CH2:13][CH:14]3[O:19][CH2:18][CH2:17][N:16]([CH2:20][C:21]4[CH:26]=[CH:25][CH:24]=[CH:23][CH:22]=4)[CH2:15]3)[N:7]=[CH:6][C:5]=2[O:4][CH2:3][CH2:2]1.[C:27](O[C:27]([O:29][C:30]([CH3:33])([CH3:32])[CH3:31])=[O:28])([O:29][C:30]([CH3:33])([CH3:32])[CH3:31])=[O:28]. (9) Given the product [C:42]([O:46][C:47]([N:49]1[CH2:54][CH2:53][CH2:52][C@@H:51]([O:41][C:37]2[CH:38]=[N:39][CH:40]=[C:35]([Br:34])[CH:36]=2)[CH2:50]1)=[O:48])([CH3:45])([CH3:43])[CH3:44], predict the reactants needed to synthesize it. The reactants are: C1C=CC(P(C2C=CC=CC=2)C2C=CC=CC=2)=CC=1.CC(OC(/N=N/C(OC(C)C)=O)=O)C.[Br:34][C:35]1[CH:36]=[C:37]([OH:41])[CH:38]=[N:39][CH:40]=1.[C:42]([O:46][C:47]([N:49]1[CH2:54][CH2:53][CH2:52][C@H:51](O)[CH2:50]1)=[O:48])([CH3:45])([CH3:44])[CH3:43].